This data is from Forward reaction prediction with 1.9M reactions from USPTO patents (1976-2016). The task is: Predict the product of the given reaction. (1) Given the reactants [NH2:1][CH2:2][CH:3]1[CH:7]2[CH2:8][CH2:9][CH2:10][CH:6]2[CH2:5][N:4]1[C:11]([C:13]1[CH:18]=[C:17]([CH3:19])[CH:16]=[CH:15][C:14]=1[N:20]1[N:24]=[CH:23][CH:22]=[N:21]1)=[O:12].Cl[C:26]1[O:27][C:28]2[CH:34]=[CH:33][C:32]([Cl:35])=[CH:31][C:29]=2[N:30]=1, predict the reaction product. The product is: [Cl:35][C:32]1[CH:33]=[CH:34][C:28]2[O:27][C:26]([NH:1][CH2:2][CH:3]3[CH:7]4[CH2:8][CH2:9][CH2:10][CH:6]4[CH2:5][N:4]3[C:11]([C:13]3[CH:18]=[C:17]([CH3:19])[CH:16]=[CH:15][C:14]=3[N:20]3[N:24]=[CH:23][CH:22]=[N:21]3)=[O:12])=[N:30][C:29]=2[CH:31]=1. (2) Given the reactants [Br:1][C:2]1[CH:7]=[CH:6][C:5]([C@@H:8]([O:13][C:14]2[CH:19]=[C:18](Cl)[N:17]=[C:16]([CH3:21])[N:15]=2)[C:9]([F:12])([F:11])[F:10])=[C:4]([N:22]2[CH:26]=[CH:25][C:24]([CH3:27])=[N:23]2)[CH:3]=1.[CH2:28]1[C:32]2([CH2:37][CH2:36][NH:35][CH2:34][CH2:33]2)[CH2:31][C@@H:30]([C:38]([O:40][CH2:41][CH3:42])=[O:39])[N:29]1[C:43]([O:45][CH2:46][C:47]1[CH:52]=[CH:51][CH:50]=[CH:49][CH:48]=1)=[O:44].C([O-])([O-])=O.[Na+].[Na+], predict the reaction product. The product is: [Br:1][C:2]1[CH:7]=[CH:6][C:5]([C@@H:8]([O:13][C:14]2[N:15]=[C:16]([CH3:21])[N:17]=[C:18]([N:35]3[CH2:34][CH2:33][C:32]4([CH2:28][N:29]([C:43]([O:45][CH2:46][C:47]5[CH:48]=[CH:49][CH:50]=[CH:51][CH:52]=5)=[O:44])[C@H:30]([C:38]([O:40][CH2:41][CH3:42])=[O:39])[CH2:31]4)[CH2:37][CH2:36]3)[CH:19]=2)[C:9]([F:12])([F:11])[F:10])=[C:4]([N:22]2[CH:26]=[CH:25][C:24]([CH3:27])=[N:23]2)[CH:3]=1.